From a dataset of Catalyst prediction with 721,799 reactions and 888 catalyst types from USPTO. Predict which catalyst facilitates the given reaction. (1) Reactant: [CH3:1][O:2][C:3]1[CH:8]=[C:7]([CH:9]=O)[CH:6]=[C:5]([O:11][CH3:12])[C:4]=1[C:13]1[CH:18]=[CH:17][CH:16]=[CH:15][CH:14]=1.[ClH:19].CO.C(O[CH:25](OCC)[CH2:26][NH:27][CH2:28][C:29]1[CH:34]=[CH:33][CH:32]=[C:31]([O:35][CH2:36][CH3:37])[C:30]=1[OH:38])C. Product: [ClH:19].[CH3:1][O:2][C:3]1[CH:8]=[C:7]([CH2:9][C:25]2[C:34]3[C:29](=[C:30]([OH:38])[C:31]([O:35][CH2:36][CH3:37])=[CH:32][CH:33]=3)[CH:28]=[N:27][CH:26]=2)[CH:6]=[C:5]([O:11][CH3:12])[C:4]=1[C:13]1[CH:18]=[CH:17][CH:16]=[CH:15][CH:14]=1. The catalyst class is: 14. (2) Reactant: C(OC(=O)[NH:7][C@@H:8]1[CH2:13][CH2:12][CH2:11][CH2:10][C@H:9]1[CH2:14][C:15]1[CH:20]=[CH:19][C:18]([N:21]2[CH2:25][C:24](=[O:26])[N:23]([CH2:27][CH2:28][Si:29]([CH3:32])([CH3:31])[CH3:30])[S:22]2(=[O:34])=[O:33])=[C:17]([O:35][CH2:36][C:37]2[CH:42]=[CH:41][CH:40]=[CH:39][CH:38]=2)[CH:16]=1)(C)(C)C.C(O)(C(F)(F)F)=O. Product: [NH2:7][C@@H:8]1[CH2:13][CH2:12][CH2:11][CH2:10][C@H:9]1[CH2:14][C:15]1[CH:20]=[CH:19][C:18]([N:21]2[S:22](=[O:34])(=[O:33])[N:23]([CH2:27][CH2:28][Si:29]([CH3:31])([CH3:32])[CH3:30])[C:24](=[O:26])[CH2:25]2)=[C:17]([O:35][CH2:36][C:37]2[CH:38]=[CH:39][CH:40]=[CH:41][CH:42]=2)[CH:16]=1. The catalyst class is: 2.